The task is: Regression. Given a peptide amino acid sequence and an MHC pseudo amino acid sequence, predict their binding affinity value. This is MHC class I binding data.. This data is from Peptide-MHC class I binding affinity with 185,985 pairs from IEDB/IMGT. (1) The peptide sequence is DFIRRKYLIY. The MHC is HLA-A31:01 with pseudo-sequence HLA-A31:01. The binding affinity (normalized) is 0. (2) The peptide sequence is AVYKTYGQY. The MHC is HLA-B08:02 with pseudo-sequence HLA-B08:02. The binding affinity (normalized) is 0.0847. (3) The peptide sequence is NEVHTWTEQ. The MHC is HLA-B44:03 with pseudo-sequence HLA-B44:03. The binding affinity (normalized) is 0.186. (4) The peptide sequence is KRSVMLIGI. The MHC is HLA-A24:02 with pseudo-sequence HLA-A24:02. The binding affinity (normalized) is 0.155.